From a dataset of Full USPTO retrosynthesis dataset with 1.9M reactions from patents (1976-2016). Predict the reactants needed to synthesize the given product. (1) Given the product [F:1][C:2]1[CH:11]=[C:10]([F:12])[CH:9]=[C:8]2[C:3]=1[C:4]([NH:20][C:21]1[CH:22]=[N:23][CH:24]=[C:25]([N:27]3[CH2:32][CH2:31][O:30][CH2:29][CH2:28]3)[CH:26]=1)=[C:5]([CH3:19])[C:6]([N:13]1[CH2:14][CH2:15][N:16]([C:39]([C:37]3[O:38][C:34]([CH3:33])=[CH:35][CH:36]=3)=[O:40])[CH2:17][CH2:18]1)=[N:7]2, predict the reactants needed to synthesize it. The reactants are: [F:1][C:2]1[CH:11]=[C:10]([F:12])[CH:9]=[C:8]2[C:3]=1[C:4]([NH:20][C:21]1[CH:22]=[N:23][CH:24]=[C:25]([N:27]3[CH2:32][CH2:31][O:30][CH2:29][CH2:28]3)[CH:26]=1)=[C:5]([CH3:19])[C:6]([N:13]1[CH2:18][CH2:17][NH:16][CH2:15][CH2:14]1)=[N:7]2.[CH3:33][C:34]1[O:38][C:37]([C:39](Cl)=[O:40])=[CH:36][CH:35]=1. (2) The reactants are: [CH3:1][C:2]1[CH:3]=[C:4]([OH:17])[CH:5]=[CH:6][C:7]=1[CH2:8][CH2:9][CH2:10][CH2:11][N:12]1[CH:16]=[CH:15][N:14]=[N:13]1.C(=O)([O-])[O-].[Cs+].[Cs+].Cl[CH2:25][C:26]1[N:27]=[C:28]([CH:31]=[CH:32][C:33]2[CH:38]=[CH:37][C:36]([S:39]([C:42]([F:45])([F:44])[F:43])(=[O:41])=[O:40])=[CH:35][CH:34]=2)[O:29][CH:30]=1.[I-].[K+]. Given the product [CH3:1][C:2]1[CH:3]=[C:4]([O:17][CH2:25][C:26]2[N:27]=[C:28]([CH:31]=[CH:32][C:33]3[CH:34]=[CH:35][C:36]([S:39]([C:42]([F:45])([F:43])[F:44])(=[O:41])=[O:40])=[CH:37][CH:38]=3)[O:29][CH:30]=2)[CH:5]=[CH:6][C:7]=1[CH2:8][CH2:9][CH2:10][CH2:11][N:12]1[CH:16]=[CH:15][N:14]=[N:13]1, predict the reactants needed to synthesize it. (3) Given the product [NH2:11][C@@H:8]([C:5]1[C:4]([F:19])=[C:3]([C:20]([C:22]2[CH:27]=[CH:26][C:25](=[O:28])[NH:24][CH:23]=2)=[O:21])[C:2]([Cl:1])=[CH:7][CH:6]=1)[CH2:9][CH3:10], predict the reactants needed to synthesize it. The reactants are: [Cl:1][C:2]1[CH:7]=[CH:6][C:5]([C@H:8]([NH:11]C(=O)OC(C)(C)C)[CH2:9][CH3:10])=[C:4]([F:19])[C:3]=1[C:20]([C:22]1[CH:23]=[N:24][C:25]([O:28]C)=[CH:26][CH:27]=1)=[O:21]. (4) Given the product [O:21]1[C:20]2[C:14](=[CH:15][CH:16]=[CH:17][CH:19]=2)[CH2:13][CH2:12][CH2:11]1, predict the reactants needed to synthesize it. The reactants are: C(NC(C)C)(C)C.[Li].CI.[CH3:11][CH2:12][CH2:13][CH2:14][CH2:15][CH2:16][CH3:17].C1C[O:21][CH2:20][CH2:19]1.C(C1C=CC=CC=1)C. (5) The reactants are: Br[C:2]1[C:7]([O:8][CH3:9])=[CH:6][CH:5]=[CH:4][N:3]=1.[Cl:10][C:11]1[CH:12]=[CH:13][C:14]([CH3:45])=[C:15]([N:17]2[C:24](=[O:25])[C:23]3[CH:22]=[C:21](B4OC(C)(C)C(C)(C)O4)[N:20]([CH:35]([CH3:37])[CH3:36])[C:19]=3[CH:18]2[C:38]2[CH:43]=[CH:42][C:41]([Cl:44])=[CH:40][CH:39]=2)[CH:16]=1.BrC1N(C(C)C)C2C(C3C=CC(Cl)=CC=3)N(C3C=C(Cl)C=CC=3C)C(=O)C=2C=1.C(C1C=CC(OC)=C(B(O)O)C=1)#N. Given the product [Cl:10][C:11]1[CH:12]=[CH:13][C:14]([CH3:45])=[C:15]([N:17]2[C:24](=[O:25])[C:23]3[CH:22]=[C:21]([C:2]4[C:7]([O:8][CH3:9])=[CH:6][CH:5]=[CH:4][N:3]=4)[N:20]([CH:35]([CH3:37])[CH3:36])[C:19]=3[CH:18]2[C:38]2[CH:39]=[CH:40][C:41]([Cl:44])=[CH:42][CH:43]=2)[CH:16]=1, predict the reactants needed to synthesize it. (6) Given the product [N:23]1[CH:28]=[CH:27][CH:26]=[C:25]([CH2:29][N:1]2[C:9]3[C:4](=[CH:5][CH:6]=[CH:7][CH:8]=3)[C:3]3([C:21]4[C:12](=[CH:13][C:14]5[O:19][CH2:18][CH2:17][O:16][C:15]=5[CH:20]=4)[O:11][CH2:10]3)[C:2]2=[O:22])[CH:24]=1, predict the reactants needed to synthesize it. The reactants are: [NH:1]1[C:9]2[C:4](=[CH:5][CH:6]=[CH:7][CH:8]=2)[C:3]2([C:21]3[C:12](=[CH:13][C:14]4[O:19][CH2:18][CH2:17][O:16][C:15]=4[CH:20]=3)[O:11][CH2:10]2)[C:2]1=[O:22].[N:23]1[CH:28]=[CH:27][CH:26]=[C:25]([CH2:29]O)[CH:24]=1.C1(P(C2C=CC=CC=2)C2C=CC=CC=2)C=CC=CC=1.N(C(OCC)=O)=NC(OCC)=O.C1(P(=O)(C2C=CC=CC=2)C2C=CC=CC=2)C=CC=CC=1. (7) Given the product [CH3:21][O:8][C:7](=[O:9])[C:6]1[CH:10]=[C:2]([Br:1])[CH:3]=[N:4][C:5]=1[O:11][CH2:12][CH2:13][O:14][CH3:15], predict the reactants needed to synthesize it. The reactants are: [Br:1][C:2]1[CH:3]=[N:4][C:5]([O:11][CH2:12][CH2:13][O:14][CH3:15])=[C:6]([CH:10]=1)[C:7]([OH:9])=[O:8].OS(O)(=O)=O.[CH3:21]O. (8) Given the product [CH3:28][C:29]1[N:30]=[CH:31][C:32]([NH:35][C:36](=[O:37])[NH:1][C:2]2[CH:10]=[CH:9][CH:8]=[C:7]3[C:3]=2[CH2:4][CH2:5][CH:6]3[N:11]2[CH2:12][CH2:13][N:14]([C:17]([O:19][CH3:20])=[O:18])[CH2:15][CH2:16]2)=[CH:33][CH:34]=1, predict the reactants needed to synthesize it. The reactants are: [NH2:1][C:2]1[CH:10]=[CH:9][CH:8]=[C:7]2[C:3]=1[CH2:4][CH2:5][CH:6]2[N:11]1[CH2:16][CH2:15][N:14]([C:17]([O:19][CH3:20])=[O:18])[CH2:13][CH2:12]1.C(N(CC)CC)C.[CH3:28][C:29]1[CH:34]=[CH:33][C:32]([N:35]=[C:36]=[O:37])=[CH:31][N:30]=1. (9) The reactants are: [OH:1][CH2:2][CH2:3][N:4]1[CH2:9][CH2:8][NH:7][CH2:6][CH2:5]1.C([O-])([O-])=O.[K+].[K+].Cl[S:17]([C:20]1[CH:21]=[C:22]([C:27]([OH:30])=[CH:28][CH:29]=1)[C:23]([O:25][CH3:26])=[O:24])(=[O:19])=[O:18]. Given the product [OH:30][C:27]1[CH:28]=[CH:29][C:20]([S:17]([N:7]2[CH2:8][CH2:9][N:4]([CH2:3][CH2:2][OH:1])[CH2:5][CH2:6]2)(=[O:19])=[O:18])=[CH:21][C:22]=1[C:23]([O:25][CH3:26])=[O:24], predict the reactants needed to synthesize it. (10) Given the product [OH:1][C:2]1[C:7]2[N:8]=[C:9]([CH3:12])[N:10]([CH3:11])[C:6]=2[CH:5]=[C:4]([N:13]([CH3:17])[C:14](=[O:16])[CH3:15])[C:3]=1[CH2:18][CH2:19][CH:20]([OH:27])[C:21]1[CH:22]=[CH:23][CH:24]=[CH:25][CH:26]=1, predict the reactants needed to synthesize it. The reactants are: [OH:1][C:2]1[C:7]2[N:8]=[C:9]([CH3:12])[N:10]([CH3:11])[C:6]=2[CH:5]=[C:4]([N:13]([CH3:17])[C:14](=[O:16])[CH3:15])[C:3]=1[CH2:18][CH2:19][C:20](=[O:27])[C:21]1[CH:26]=[CH:25][CH:24]=[CH:23][CH:22]=1.[BH4-].[Na+].[Cl-].[NH4+].